From a dataset of Forward reaction prediction with 1.9M reactions from USPTO patents (1976-2016). Predict the product of the given reaction. (1) Given the reactants [O:1]([CH:8]([CH3:13])[C:9]([O:11]C)=[O:10])[C:2]1[CH:7]=[CH:6][CH:5]=[CH:4][CH:3]=1.[Li+].[OH-].O.Cl, predict the reaction product. The product is: [O:1]([CH:8]([CH3:13])[C:9]([OH:11])=[O:10])[C:2]1[CH:7]=[CH:6][CH:5]=[CH:4][CH:3]=1. (2) Given the reactants Br[C:2]1[CH:3]=[C:4]([CH2:8][C:9]2[C:18]3[C:13](=[CH:14][C:15]([O:21][CH3:22])=[C:16]([O:19][CH3:20])[CH:17]=3)[C:12]([CH3:23])=[N:11][C:10]=2[OH:24])[CH:5]=[N:6][CH:7]=1.[C:25]1(B(O)O)[CH:30]=[CH:29][CH:28]=[CH:27][CH:26]=1.C([O-])([O-])=O.[Na+].[Na+].O, predict the reaction product. The product is: [CH3:20][O:19][C:16]1[CH:17]=[C:18]2[C:13](=[CH:14][C:15]=1[O:21][CH3:22])[C:12]([CH3:23])=[N:11][C:10]([OH:24])=[C:9]2[CH2:8][C:4]1[CH:5]=[N:6][CH:7]=[C:2]([C:25]2[CH:30]=[CH:29][CH:28]=[CH:27][CH:26]=2)[CH:3]=1. (3) Given the reactants [CH3:1][O:2][C:3]1[CH:4]=[C:5]([CH:23]=[CH:24][C:25]=1[O:26][CH3:27])[CH2:6][C@H:7]1[CH2:11][O:10][C:9](=[O:12])[C@@H:8]1[CH2:13][C:14]1[CH:19]=[CH:18][C:17]([OH:20])=[C:16]([O:21][CH3:22])[CH:15]=1.[CH3:28][N:29]([CH3:33])[C:30](Cl)=[O:31].[NH4+].[Cl-], predict the reaction product. The product is: [CH3:28][N:29]([CH3:33])[C:30](=[O:31])[O:20][C:17]1[CH:18]=[CH:19][C:14]([CH2:13][C@@H:8]2[C@@H:7]([CH2:6][C:5]3[CH:23]=[CH:24][C:25]([O:26][CH3:27])=[C:3]([O:2][CH3:1])[CH:4]=3)[CH2:11][O:10][C:9]2=[O:12])=[CH:15][C:16]=1[O:21][CH3:22]. (4) Given the reactants C(O)(C(F)(F)F)=O.C(OC(=O)[NH:14][C:15]1[CH:16]=[N:17][CH:18]=[C:19]([C:21]2[O:22][C:23]([CH3:26])=[CH:24][CH:25]=2)[CH:20]=1)(C)(C)C, predict the reaction product. The product is: [CH3:26][C:23]1[O:22][C:21]([C:19]2[CH:20]=[C:15]([NH2:14])[CH:16]=[N:17][CH:18]=2)=[CH:25][CH:24]=1.